This data is from Reaction yield outcomes from USPTO patents with 853,638 reactions. The task is: Predict the reaction yield, written as a fraction of the theoretical maximum amount of product (1.0 means a 100% yield; for example, 0.34 means a 34% yield). (1) The reactants are [CH3:1][C:2]([CH3:5])=[C:3]=[O:4].[C:6]1([CH2:12][CH:13]=[O:14])[CH:11]=[CH:10][CH:9]=[CH:8][CH:7]=1.C([O-])(O)=O.[Na+]. The catalyst is C(OC(=O)C)C.[Cl-].[Zn+2].[Cl-]. The product is [CH2:12]([CH:13]1[O:14][C:3](=[O:4])[C:2]1([CH3:5])[CH3:1])[C:6]1[CH:11]=[CH:10][CH:9]=[CH:8][CH:7]=1. The yield is 0.840. (2) The yield is 0.550. The product is [O:1]=[C:2]1[C:11]2[C:6](=[CH:7][CH:8]=[CH:9][N:10]=2)[N:5]([CH2:12][C:13]2[CH:18]=[CH:17][CH:16]=[CH:15][C:14]=2[C:19]2[CH:24]=[CH:23][CH:22]=[C:21]([C:25]([F:28])([F:27])[F:26])[CH:20]=2)[CH:4]=[C:3]1[C:29]([OH:31])=[O:30]. The reactants are [O:1]=[C:2]1[C:11]2[C:6](=[CH:7][CH:8]=[CH:9][N:10]=2)[N:5]([CH2:12][C:13]2[CH:18]=[CH:17][CH:16]=[CH:15][C:14]=2[C:19]2[CH:24]=[CH:23][CH:22]=[C:21]([C:25]([F:28])([F:27])[F:26])[CH:20]=2)[CH:4]=[C:3]1[C:29]([O:31]CC)=[O:30].O.[OH-].[Li+].CN(C)C=O. The catalyst is CO.O.C(#N)C. (3) The reactants are [C:1]12([C:11]3[CH:21]=[CH:20][C:14]([O:15][CH2:16][C:17](O)=[O:18])=[C:13]([CH3:22])[CH:12]=3)[CH2:10][CH:5]3[CH2:6][CH:7]([CH2:9][CH:3]([CH2:4]3)[CH2:2]1)[CH2:8]2.[CH3:23][N:24]([CH3:28])[CH2:25][CH2:26][NH2:27]. No catalyst specified. The product is [C:1]12([C:11]3[CH:21]=[CH:20][C:14]([O:15][CH2:16][C:17]([NH:27][CH2:26][CH2:25][N:24]([CH3:28])[CH3:23])=[O:18])=[C:13]([CH3:22])[CH:12]=3)[CH2:10][CH:5]3[CH2:4][CH:3]([CH2:9][CH:7]([CH2:6]3)[CH2:8]1)[CH2:2]2. The yield is 0.894. (4) The reactants are I[C:2]1[CH:6]=[CH:5][N:4]([CH3:7])[N:3]=1.C([Sn](CCCC)(CCCC)[C:13](=[CH2:24])[C:14]([O:16][CH2:17][C:18]1[CH:23]=[CH:22][CH:21]=[CH:20][CH:19]=1)=[O:15])CCC. The catalyst is C1COCC1.C1C=CC([P]([Pd]([P](C2C=CC=CC=2)(C2C=CC=CC=2)C2C=CC=CC=2)([P](C2C=CC=CC=2)(C2C=CC=CC=2)C2C=CC=CC=2)[P](C2C=CC=CC=2)(C2C=CC=CC=2)C2C=CC=CC=2)(C2C=CC=CC=2)C2C=CC=CC=2)=CC=1.[Cu]Cl. The product is [CH3:7][N:4]1[CH:5]=[CH:6][C:2]([C:13](=[CH2:24])[C:14]([O:16][CH2:17][C:18]2[CH:23]=[CH:22][CH:21]=[CH:20][CH:19]=2)=[O:15])=[N:3]1. The yield is 0.660.